This data is from Forward reaction prediction with 1.9M reactions from USPTO patents (1976-2016). The task is: Predict the product of the given reaction. Given the reactants [S:1]1[C:5]2[CH:6]=[CH:7][CH:8]=[CH:9][C:4]=2[N:3]=[C:2]1[C:10]1[C:14]([C:15]([NH:17][C:18]([CH3:22])([CH3:21])[CH2:19][OH:20])=[O:16])=[CH:13][N:12](COCC[Si](C)(C)C)[N:11]=1.FC(F)(F)C(O)=O, predict the reaction product. The product is: [S:1]1[C:5]2[CH:6]=[CH:7][CH:8]=[CH:9][C:4]=2[N:3]=[C:2]1[C:10]1[C:14]([C:15]([NH:17][C:18]([CH3:22])([CH3:21])[CH2:19][OH:20])=[O:16])=[CH:13][NH:12][N:11]=1.